This data is from Catalyst prediction with 721,799 reactions and 888 catalyst types from USPTO. The task is: Predict which catalyst facilitates the given reaction. (1) Reactant: [NH2:1][C@@H:2]([CH2:33][C:34]1[CH:39]=[CH:38][CH:37]=[CH:36][CH:35]=1)[C@@H:3]([OH:32])[CH2:4][C@@H:5]([NH:19][C:20](=[O:31])[C@H:21]([C:27]([CH3:30])([CH3:29])[CH3:28])[NH:22][C:23]([O:25][CH3:26])=[O:24])[CH2:6][C:7]1[CH:12]=[CH:11][C:10]([C:13]2[CH:14]=[N:15][CH:16]=[CH:17][CH:18]=2)=[CH:9][CH:8]=1.[CH3:40][O:41][C:42]([NH:44][C@@H:45]([C:49]([CH3:52])([CH3:51])[CH3:50])[C:46](O)=[O:47])=[O:43].CCOP(ON1N=NC2C=CC=CC=2C1=O)(OCC)=O.C(N(CC)C(C)C)(C)C. Product: [CH2:33]([C@@H:2]([C@@H:3]([OH:32])[CH2:4][C@H:5]([CH2:6][C:7]1[CH:12]=[CH:11][C:10]([C:13]2[CH:14]=[N:15][CH:16]=[CH:17][CH:18]=2)=[CH:9][CH:8]=1)[NH:19][C:20](=[O:31])[C@H:21]([C:27]([CH3:30])([CH3:29])[CH3:28])[NH:22][C:23](=[O:24])[O:25][CH3:26])[NH:1][C:46](=[O:47])[C@@H:45]([NH:44][C:42](=[O:43])[O:41][CH3:40])[C:49]([CH3:52])([CH3:51])[CH3:50])[C:34]1[CH:35]=[CH:36][CH:37]=[CH:38][CH:39]=1. The catalyst class is: 7. (2) Reactant: [S:1]1[CH:5]=[CH:4][CH:3]=[C:2]1[S:6]([N:9]1[CH2:14][CH2:13][N:12]([C:15]2[CH:20]=[CH:19][C:18]([C:21]([OH:27])([CH3:26])[C:22]([F:25])([F:24])[F:23])=[CH:17][CH:16]=2)[C@@H:11]([CH2:28][N:29]2[CH2:34][CH2:33][O:32][CH2:31][CH:30]2[CH2:35][C:36]([OH:38])=O)[CH2:10]1)(=[O:8])=[O:7].[CH3:39][NH:40][CH3:41].CCN(C(C)C)C(C)C.CN(C(ON1N=NC2C=CC=NC1=2)=[N+](C)C)C.F[P-](F)(F)(F)(F)F. Product: [CH3:39][N:40]([CH3:41])[C:36](=[O:38])[CH2:35][CH:30]1[CH2:31][O:32][CH2:33][CH2:34][N:29]1[CH2:28][C@H:11]1[CH2:10][N:9]([S:6]([C:2]2[S:1][CH:5]=[CH:4][CH:3]=2)(=[O:7])=[O:8])[CH2:14][CH2:13][N:12]1[C:15]1[CH:20]=[CH:19][C:18]([C:21]([OH:27])([CH3:26])[C:22]([F:25])([F:24])[F:23])=[CH:17][CH:16]=1. The catalyst class is: 3. (3) Reactant: N1CCC(C2C=C(C(C)C(N)=O)C=CC=2)CC1.Cl.[N+:19]([C:22]1[CH:27]=[CH:26][C:25]([C:28]2[CH2:29][CH2:30][N:31](C(OC(C)(C)C)=O)[CH2:32][CH:33]=2)=[CH:24][CH:23]=1)([O-:21])=[O:20]. Product: [N+:19]([C:22]1[CH:27]=[CH:26][C:25]([C:28]2[CH2:33][CH2:32][NH:31][CH2:30][CH:29]=2)=[CH:24][CH:23]=1)([O-:21])=[O:20]. The catalyst class is: 12. (4) Reactant: [Br:1][C:2]1[CH:3]=[CH:4][C:5]([NH2:8])=[N:6][CH:7]=1.[C:9](Cl)([C:22]1[CH:27]=[CH:26][CH:25]=[CH:24][CH:23]=1)([C:16]1[CH:21]=[CH:20][CH:19]=[CH:18][CH:17]=1)[C:10]1[CH:15]=[CH:14][CH:13]=[CH:12][CH:11]=1.C(N(CC)CC)C. Product: [Br:1][C:2]1[CH:3]=[CH:4][C:5]([NH:8][C:9]([C:10]2[CH:15]=[CH:14][CH:13]=[CH:12][CH:11]=2)([C:22]2[CH:23]=[CH:24][CH:25]=[CH:26][CH:27]=2)[C:16]2[CH:17]=[CH:18][CH:19]=[CH:20][CH:21]=2)=[N:6][CH:7]=1. The catalyst class is: 2. (5) Reactant: F[C:2]1[CH:7]=[CH:6][CH:5]=[CH:4][C:3]=1[N+:8]([O-:10])=[O:9].[C:11]([NH:18][C@H:19]1[CH2:24][CH2:23][CH2:22][NH:21][CH2:20]1)([O:13][C:14]([CH3:17])([CH3:16])[CH3:15])=[O:12].CCN(C(C)C)C(C)C. Product: [N+:8]([C:3]1[CH:4]=[CH:5][CH:6]=[CH:7][C:2]=1[N:21]1[CH2:22][CH2:23][CH2:24][C@H:19]([NH:18][C:11](=[O:12])[O:13][C:14]([CH3:16])([CH3:15])[CH3:17])[CH2:20]1)([O-:10])=[O:9]. The catalyst class is: 14. (6) Reactant: [CH3:1][O:2][C:3]1[CH:4]=[CH:5][C:6]([OH:23])=[C:7]([C:9](=[O:22])[CH2:10][C:11]([C:13]2[CH:18]=[CH:17][C:16]([N+:19]([O-:21])=[O:20])=[CH:15][CH:14]=2)=O)[CH:8]=1.S(=O)(=O)(O)O. Product: [CH3:1][O:2][C:3]1[CH:8]=[C:7]2[C:6](=[CH:5][CH:4]=1)[O:23][C:11]([C:13]1[CH:14]=[CH:15][C:16]([N+:19]([O-:21])=[O:20])=[CH:17][CH:18]=1)=[CH:10][C:9]2=[O:22]. The catalyst class is: 15. (7) Reactant: Cl[C:2]1[C:11]2=[N:12][N:13](CC3C=CC(OC)=CC=3)[CH:14]=[C:10]2[C:9]2[CH:8]=[C:7]([O:24][CH3:25])[CH:6]=[CH:5][C:4]=2[N:3]=1.[NH:26]1[CH:30]=[CH:29][C:28]([NH2:31])=[N:27]1.Cl. Product: [CH3:25][O:24][C:7]1[CH:6]=[CH:5][C:4]2[N:3]=[C:2]([NH:31][C:28]3[CH:29]=[CH:30][NH:26][N:27]=3)[C:11]3=[N:12][NH:13][CH:14]=[C:10]3[C:9]=2[CH:8]=1. The catalyst class is: 71. (8) Reactant: Cl[CH2:2][CH2:3][N:4]([CH2:11][CH3:12])[C:5]1[CH:10]=[CH:9][CH:8]=[CH:7][CH:6]=1.C([O-])([O-])=O.[K+].[K+].[C:19]1([C:21](=[CH:23][CH:24]=[CH:25][CH:26]=1)[OH:22])[OH:20]. Product: [CH2:11]([N:4]([C:5]1[CH:10]=[CH:9][CH:8]=[CH:7][CH:6]=1)[CH2:3][CH2:2][O:20][C:19]1[CH:26]=[CH:25][CH:24]=[CH:23][C:21]=1[OH:22])[CH3:12]. The catalyst class is: 3.